Task: Predict the product of the given reaction.. Dataset: Forward reaction prediction with 1.9M reactions from USPTO patents (1976-2016) (1) Given the reactants [Cl:1][C:2]1[CH:3]=[C:4]([C:12]2[N:16]=[C:15]([C:17]3[CH:26]=[CH:25][CH:24]=[C:23]4[C:18]=3[CH2:19][CH2:20][NH:21][CH2:22]4)[O:14][N:13]=2)[CH:5]=[CH:6][C:7]=1[O:8][CH:9]([CH3:11])[CH3:10].C([O-])([O-])=O.[K+].[K+].Br[CH2:34][C:35]([O:37][C:38]([CH3:41])([CH3:40])[CH3:39])=[O:36], predict the reaction product. The product is: [Cl:1][C:2]1[CH:3]=[C:4]([C:12]2[N:16]=[C:15]([C:17]3[CH:26]=[CH:25][CH:24]=[C:23]4[C:18]=3[CH2:19][CH2:20][N:21]([CH2:34][C:35]([O:37][C:38]([CH3:41])([CH3:40])[CH3:39])=[O:36])[CH2:22]4)[O:14][N:13]=2)[CH:5]=[CH:6][C:7]=1[O:8][CH:9]([CH3:11])[CH3:10]. (2) Given the reactants [F:1][CH:2]([C:8]1[CH:13]=[CH:12][C:11](=[O:14])[N:10]([CH3:15])[N:9]=1)[C:3]([O:5][CH2:6][CH3:7])=[O:4].C[Si](C)(C)[N-][Si](C)(C)C.[Li+].[B-](F)(F)(F)[F:27].[B-](F)(F)(F)F.C1[N+]2(CCl)CC[N+](F)(CC2)C1, predict the reaction product. The product is: [F:1][C:2]([F:27])([C:8]1[CH:13]=[CH:12][C:11](=[O:14])[N:10]([CH3:15])[N:9]=1)[C:3]([O:5][CH2:6][CH3:7])=[O:4]. (3) Given the reactants [CH3:1][C:2]1[N:10]=[CH:9][CH:8]=[CH:7][C:3]=1[C:4](O)=[O:5].C(Cl)(=O)C([Cl:14])=O, predict the reaction product. The product is: [CH3:1][C:2]1[N:10]=[CH:9][CH:8]=[CH:7][C:3]=1[C:4]([Cl:14])=[O:5]. (4) Given the reactants C[Si](C)(C)N[Si](C)(C)C.[Li]CCCC.[CH2:15]1[CH:19]2[CH2:20][C:21](=[O:22])[CH:17]([CH2:18]2)[CH2:16]1.[C:23](OCC)(=[O:29])[C:24]([O:26][CH2:27][CH3:28])=[O:25], predict the reaction product. The product is: [O:29]=[C:23]([CH:20]1[C:21](=[O:22])[CH:17]2[CH2:18][CH:19]1[CH2:15][CH2:16]2)[C:24]([O:26][CH2:27][CH3:28])=[O:25]. (5) Given the reactants [C:1]([NH:4][C@H:5]1[CH2:9][CH2:8][NH:7][CH2:6]1)(=[O:3])[CH3:2].[Cl:10][C:11]1[N:20]=[C:19](Cl)[C:18]2[C:13](=[CH:14][C:15]([O:24][CH3:25])=[C:16]([O:22][CH3:23])[CH:17]=2)[N:12]=1, predict the reaction product. The product is: [Cl:10][C:11]1[N:20]=[C:19]([N:7]2[CH2:8][CH2:9][C@H:5]([NH:4][C:1](=[O:3])[CH3:2])[CH2:6]2)[C:18]2[C:13](=[CH:14][C:15]([O:24][CH3:25])=[C:16]([O:22][CH3:23])[CH:17]=2)[N:12]=1. (6) Given the reactants C([SiH](CC)CC)C.FC(F)(F)C(O)=O.[CH3:15][O:16][C:17]([C:19]1[S:20][C:21]([CH:24]([C:26]2[N:27]([S:40]([C:43]3[CH:48]=[CH:47][CH:46]=[C:45]([C:49]([CH3:52])([CH3:51])[CH3:50])[CH:44]=3)(=[O:42])=[O:41])[C:28]3[C:33]([C:34]=2[CH3:35])=[CH:32][C:31]([C:36]([F:39])([F:38])[F:37])=[CH:30][CH:29]=3)O)=[CH:22][CH:23]=1)=[O:18], predict the reaction product. The product is: [CH3:15][O:16][C:17]([C:19]1[S:20][C:21]([CH2:24][C:26]2[N:27]([S:40]([C:43]3[CH:48]=[CH:47][CH:46]=[C:45]([C:49]([CH3:52])([CH3:51])[CH3:50])[CH:44]=3)(=[O:41])=[O:42])[C:28]3[C:33]([C:34]=2[CH3:35])=[CH:32][C:31]([C:36]([F:38])([F:39])[F:37])=[CH:30][CH:29]=3)=[CH:22][CH:23]=1)=[O:18]. (7) Given the reactants [Cl:1][C:2]1[C:10]([C:11]#[N:12])=[CH:9][CH:8]=[C:7]2[C:3]=1[CH:4]=[C:5]([CH2:19][CH2:20][CH3:21])[N:6]2[CH2:13]/[C:14](=[N:17]/[H])/[NH:15][OH:16].C(P1(=O)OP(CCC)(=O)OP(CCC)(=O)O1)CC.[Cl:40][C:41]1[N:45]([CH3:46])[N:44]=[C:43]([C:47]([F:50])([F:49])[F:48])[C:42]=1[C:51](O)=O.CCN(C(C)C)C(C)C, predict the reaction product. The product is: [Cl:1][C:2]1[C:10]([C:11]#[N:12])=[CH:9][CH:8]=[C:7]2[C:3]=1[CH:4]=[C:5]([CH2:19][CH2:20][CH3:21])[N:6]2[CH2:13][C:14]1[N:17]=[C:51]([C:42]2[C:43]([C:47]([F:50])([F:48])[F:49])=[N:44][N:45]([CH3:46])[C:41]=2[Cl:40])[O:16][N:15]=1.